The task is: Predict the reactants needed to synthesize the given product.. This data is from Full USPTO retrosynthesis dataset with 1.9M reactions from patents (1976-2016). (1) Given the product [N:15]1([C:2]2[CH:3]=[CH:4][C:5]3[C@H:10]([CH2:11][CH2:12][OH:13])[O:9][CH2:8][CH2:7][C:6]=3[CH:14]=2)[CH2:20][CH2:19][S:18][CH2:17][CH2:16]1, predict the reactants needed to synthesize it. The reactants are: Br[C:2]1[CH:3]=[CH:4][C:5]2[C@H:10]([CH2:11][CH2:12][OH:13])[O:9][CH2:8][CH2:7][C:6]=2[CH:14]=1.[NH:15]1[CH2:20][CH2:19][S:18][CH2:17][CH2:16]1.C1(P(C2C=CC=CC=2)C2C=CC3C(=CC=CC=3)C=2C2C3C(=CC=CC=3)C=CC=2P(C2C=CC=CC=2)C2C=CC=CC=2)C=CC=CC=1.CC(C)([O-])C.[Na+]. (2) Given the product [Br:1][C:2]1[CH:3]=[CH:4][C:5]([CH:8]2[CH2:10][CH:9]2[CH2:11][C:12]([NH:14][NH:15][C:19]([NH:18][CH2:16][CH3:17])=[O:20])=[O:13])=[CH:6][CH:7]=1, predict the reactants needed to synthesize it. The reactants are: [Br:1][C:2]1[CH:7]=[CH:6][C:5]([CH:8]2[CH2:10][CH:9]2[CH2:11][C:12]([NH:14][NH2:15])=[O:13])=[CH:4][CH:3]=1.[CH2:16]([N:18]=[C:19]=[O:20])[CH3:17]. (3) Given the product [C:13]([O:12][C:10]([NH:9][CH2:8][C@H:3]([N:2]1[CH2:26][CH2:25][N:20]([S:21]([CH3:24])(=[O:23])=[O:22])[CH2:19][CH2:18]1)[C:4]([O:6][CH3:7])=[O:5])=[O:11])([CH3:16])([CH3:15])[CH3:14], predict the reactants needed to synthesize it. The reactants are: Cl.[NH2:2][C@@H:3]([CH2:8][NH:9][C:10]([O:12][C:13]([CH3:16])([CH3:15])[CH3:14])=[O:11])[C:4]([O:6][CH3:7])=[O:5].Cl[CH2:18][CH2:19][N:20]([CH2:25][CH2:26]Cl)[S:21]([CH3:24])(=[O:23])=[O:22].O. (4) The reactants are: [Br:1][C:2]1[CH:7]=[C:6]([O:8][C:9]2[CH:14]=[CH:13][C:12]([F:15])=[CH:11][C:10]=2[F:16])[CH:5]=[C:4]([N+:17]([O-])=O)[C:3]=1[CH3:20].O.[Cl-].[NH4+]. Given the product [Br:1][C:2]1[C:3]([CH3:20])=[C:4]([NH2:17])[CH:5]=[C:6]([O:8][C:9]2[CH:14]=[CH:13][C:12]([F:15])=[CH:11][C:10]=2[F:16])[CH:7]=1, predict the reactants needed to synthesize it. (5) Given the product [CH:26]([C:25]([NH:1][C:2]1[CH:3]=[CH:4][C:5]([N:8]2[C:14](=[O:15])[CH2:13][C:12](=[O:16])[NH:11][C:10]3[C:17]4[CH2:18][CH2:19][CH2:20][CH2:21][C:22]=4[CH:23]=[CH:24][C:9]2=3)=[CH:6][CH:7]=1)=[O:29])([CH3:28])[CH3:27], predict the reactants needed to synthesize it. The reactants are: [NH2:1][C:2]1[CH:7]=[CH:6][C:5]([N:8]2[C:14](=[O:15])[CH2:13][C:12](=[O:16])[NH:11][C:10]3[C:17]4[CH2:18][CH2:19][CH2:20][CH2:21][C:22]=4[CH:23]=[CH:24][C:9]2=3)=[CH:4][CH:3]=1.[C:25](Cl)(=[O:29])[CH:26]([CH3:28])[CH3:27].Cl. (6) Given the product [O:25]=[C:24]([C:26]12[CH2:35][CH:30]3[CH2:31][CH:32]([CH2:34][CH:28]([CH2:29]3)[CH2:27]1)[CH2:33]2)[CH2:23][N:14]1[CH2:15][CH2:16][NH:11][CH2:12][C:13]1=[O:17], predict the reactants needed to synthesize it. The reactants are: C(OC([N:11]1[CH2:16][CH2:15][NH:14][C:13](=[O:17])[CH2:12]1)=O)C1C=CC=CC=1.[H-].[Na+].[H][H].Br[CH2:23][C:24]([C:26]12[CH2:35][CH:30]3[CH2:31][CH:32]([CH2:34][CH:28]([CH2:29]3)[CH2:27]1)[CH2:33]2)=[O:25].